Dataset: Catalyst prediction with 721,799 reactions and 888 catalyst types from USPTO. Task: Predict which catalyst facilitates the given reaction. Reactant: Cl[C:2]1[C:11]2[C:6](=[CH:7][C:8]([O:14][CH3:15])=[C:9]([O:12][CH3:13])[CH:10]=2)[N:5]=[CH:4][CH:3]=1.[OH-].[K+].[C:18]1([SH:24])[CH:23]=[CH:22][CH:21]=[CH:20][CH:19]=1. Product: [CH3:13][O:12][C:9]1[CH:10]=[C:11]2[C:6](=[CH:7][C:8]=1[O:14][CH3:15])[N:5]=[CH:4][CH:3]=[C:2]2[S:24][C:18]1[CH:23]=[CH:22][CH:21]=[CH:20][CH:19]=1. The catalyst class is: 88.